This data is from Catalyst prediction with 721,799 reactions and 888 catalyst types from USPTO. The task is: Predict which catalyst facilitates the given reaction. Reactant: [O:1]=[C:2]1[N:6]([C:7]2[CH:12]=[CH:11][CH:10]=[CH:9][CH:8]=2)[C@H:5]([C:13]([OH:15])=O)[CH2:4][CH2:3]1.C(Cl)(=O)C(Cl)=O.Cl.Cl.[C:24]([C:28]1[CH:33]=[CH:32][CH:31]=[CH:30][C:29]=1[N:34]1[CH2:39][CH2:38][NH:37][CH2:36][CH2:35]1)([CH3:27])([CH3:26])[CH3:25]. Product: [C:24]([C:28]1[CH:33]=[CH:32][CH:31]=[CH:30][C:29]=1[N:34]1[CH2:39][CH2:38][N:37]([C:13]([CH:5]2[N:6]([C:7]3[CH:8]=[CH:9][CH:10]=[CH:11][CH:12]=3)[C:2](=[O:1])[CH2:3][CH2:4]2)=[O:15])[CH2:36][CH2:35]1)([CH3:27])([CH3:25])[CH3:26]. The catalyst class is: 348.